From a dataset of NCI-60 drug combinations with 297,098 pairs across 59 cell lines. Regression. Given two drug SMILES strings and cell line genomic features, predict the synergy score measuring deviation from expected non-interaction effect. (1) Drug 1: C1=C(C(=O)NC(=O)N1)F. Drug 2: CC1=C(C(=O)C2=C(C1=O)N3CC4C(C3(C2COC(=O)N)OC)N4)N. Cell line: HOP-62. Synergy scores: CSS=50.8, Synergy_ZIP=-10.7, Synergy_Bliss=-11.3, Synergy_Loewe=-7.78, Synergy_HSA=-5.13. (2) Drug 1: CC(CN1CC(=O)NC(=O)C1)N2CC(=O)NC(=O)C2. Drug 2: CC1OCC2C(O1)C(C(C(O2)OC3C4COC(=O)C4C(C5=CC6=C(C=C35)OCO6)C7=CC(=C(C(=C7)OC)O)OC)O)O. Cell line: HOP-62. Synergy scores: CSS=61.4, Synergy_ZIP=14.5, Synergy_Bliss=17.2, Synergy_Loewe=7.37, Synergy_HSA=18.7.